The task is: Predict the product of the given reaction.. This data is from Forward reaction prediction with 1.9M reactions from USPTO patents (1976-2016). (1) Given the reactants Br.[N:2]1[CH:7]=[CH:6][CH:5]=[C:4]([O:8][C:9]2[CH:14]=[CH:13][C:12]([C:15]3[O:19][C:18]([NH2:20])=[N:17][N:16]=3)=[CH:11][CH:10]=2)[CH:3]=1.[Cl:21][C:22]1[C:23]([F:35])=[C:24]([CH:28]=[C:29]([C:31]([F:34])([F:33])[F:32])[CH:30]=1)[C:25](Cl)=[O:26], predict the reaction product. The product is: [Cl:21][C:22]1[C:23]([F:35])=[C:24]([CH:28]=[C:29]([C:31]([F:33])([F:34])[F:32])[CH:30]=1)[C:25]([NH:20][C:18]1[O:19][C:15]([C:12]2[CH:11]=[CH:10][C:9]([O:8][C:4]3[CH:3]=[N:2][CH:7]=[CH:6][CH:5]=3)=[CH:14][CH:13]=2)=[N:16][N:17]=1)=[O:26]. (2) The product is: [ClH:1].[CH2:2]([C:4]1[N:5]=[C:6]2[N:15]3[C:10]([CH2:11][N:12]([CH2:17][CH2:18][CH2:19][CH2:20][CH2:21][NH:22][S:23]([C:26]([F:28])([F:27])[F:29])(=[O:24])=[O:25])[C:13](=[O:16])[C:14]=13)=[CH:9][CH:8]=[CH:7]2)[CH3:3]. Given the reactants [ClH:1].[CH2:2]([C:4]1[N:5]=[C:6]2[N:15]3[C:10]([CH2:11][N:12]([CH2:17][CH2:18][CH2:19][CH2:20][CH2:21][NH:22][S:23]([C:26]([F:29])([F:28])[F:27])(=[O:25])=[O:24])[C:13](=[O:16])[C:14]=13)=[CH:9][CH:8]=[CH:7]2)[CH3:3], predict the reaction product. (3) Given the reactants [Cl:1][C:2]1[CH:3]=[CH:4][C:5]([O:34][CH:35]([F:37])[F:36])=[C:6]([C:8]2[C:12]([NH:13][C:14]([C:16]3[CH:17]=[N:18][N:19]4[CH:24]=[CH:23][CH:22]=[N:21][C:20]=34)=[O:15])=[CH:11][N:10]([CH2:25][CH2:26][NH:27][CH2:28][C:29]([O:31][CH2:32][CH3:33])=[O:30])[N:9]=2)[CH:7]=1.CC(O)=O.[N:42]1[CH:47]=[CH:46][CH:45]=[C:44]([CH:48]=O)[CH:43]=1.[BH3-]C#N.[Na+], predict the reaction product. The product is: [Cl:1][C:2]1[CH:3]=[CH:4][C:5]([O:34][CH:35]([F:37])[F:36])=[C:6]([C:8]2[C:12]([NH:13][C:14]([C:16]3[CH:17]=[N:18][N:19]4[CH:24]=[CH:23][CH:22]=[N:21][C:20]=34)=[O:15])=[CH:11][N:10]([CH2:25][CH2:26][N:27]([CH2:48][C:44]3[CH:43]=[N:42][CH:47]=[CH:46][CH:45]=3)[CH2:28][C:29]([O:31][CH2:32][CH3:33])=[O:30])[N:9]=2)[CH:7]=1. (4) Given the reactants C[OH:2].Cl.Cl.Cl.[CH:6]1([CH2:12][NH:13][C:14]([NH:16][C:17]([NH:19][CH2:20][CH2:21][CH2:22][CH2:23][CH2:24][CH2:25][CH2:26][CH3:27])=[NH:18])=[NH:15])[CH2:11][CH2:10][CH2:9][CH2:8][CH2:7]1.[CH3:28][C:29]([CH3:31])=[O:30], predict the reaction product. The product is: [C:29]([OH:2])(=[O:30])[CH3:31].[CH2:20]([NH:19][C:17]1[NH:16][C:14]([NH:13][CH2:12][CH:6]2[CH2:7][CH2:8][CH2:9][CH2:10][CH2:11]2)=[N:15][C:29]([CH3:31])([CH3:28])[N:18]=1)[CH2:21][CH2:22][CH2:23][CH2:24][CH2:25][CH2:26][CH3:27]. (5) Given the reactants Br[C:2]1[CH:3]=[C:4]([C:8]([O:10][CH3:11])=[O:9])[O:5][C:6]=1[CH3:7].[CH3:12][N:13]1[C:17](B2OC(C)(C)C(C)(C)O2)=[CH:16][CH:15]=[N:14]1.[O-]P([O-])([O-])=O.[K+].[K+].[K+], predict the reaction product. The product is: [CH3:7][C:6]1[O:5][C:4]([C:8]([O:10][CH3:11])=[O:9])=[CH:3][C:2]=1[C:17]1[N:13]([CH3:12])[N:14]=[CH:15][CH:16]=1. (6) Given the reactants [CH2:1]([O:4][C:5]1[CH:6]=[C:7]([CH2:15][C:16]([O:18][CH3:19])=[O:17])[CH:8]=[C:9]([O:11][CH2:12][CH:13]=[CH2:14])[CH:10]=1)[CH:2]=[CH2:3].[C:20](O)(=[O:22])[CH3:21].FC(F)(F)C(OC(=O)C(F)(F)F)=O.C(=O)([O-])O.[Na+], predict the reaction product. The product is: [C:20]([C:8]1[C:9]([O:11][CH2:12][CH:13]=[CH2:14])=[CH:10][C:5]([O:4][CH2:1][CH:2]=[CH2:3])=[CH:6][C:7]=1[CH2:15][C:16]([O:18][CH3:19])=[O:17])(=[O:22])[CH3:21]. (7) Given the reactants [CH3:1][C:2]([C:6]1[CH:11]=[CH:10][C:9]([CH3:12])=[CH:8][CH:7]=1)([CH3:5])[C:3]#[N:4].C[N:14](C=O)C, predict the reaction product. The product is: [C:3]([C:2]([C:6]1[CH:7]=[CH:8][C:9]([C:12]#[N:14])=[CH:10][CH:11]=1)([CH3:1])[CH3:5])#[N:4].